This data is from Forward reaction prediction with 1.9M reactions from USPTO patents (1976-2016). The task is: Predict the product of the given reaction. (1) Given the reactants C([Sn](=O)CCCC)CCC.[CH2:11]([OH:17])[CH2:12][CH:13]([OH:16])[CH2:14][CH3:15].[C:18]1([CH3:38])[CH:23]=[CH:22][C:21]([S:24](O[S:24]([C:21]2[CH:22]=[CH:23][C:18]([CH3:38])=[CH:19][CH:20]=2)(=[O:26])=[O:25])(=[O:26])=[O:25])=[CH:20][CH:19]=1, predict the reaction product. The product is: [OH:16][CH:13]([CH2:14][CH3:15])[CH2:12][CH2:11][O:17][S:24]([C:21]1[CH:22]=[CH:23][C:18]([CH3:38])=[CH:19][CH:20]=1)(=[O:26])=[O:25]. (2) Given the reactants [CH3:1][CH:2]([C:4]1[N:8]([CH2:9][CH2:10][C@@H:11]([OH:19])[CH2:12][C@@H:13]([OH:18])[CH2:14][C:15]([O-:17])=[O:16])[C:7]([C:20]2[CH:25]=[CH:24][C:23]([F:26])=[CH:22][CH:21]=2)=[C:6]([C:27]2[CH:32]=[CH:31][CH:30]=[CH:29][CH:28]=2)[C:5]=1[C:33]([NH:35][C:36]1[CH:41]=[CH:40][CH:39]=[CH:38][CH:37]=1)=[O:34])[CH3:3].[CH3:3][CH:2]([C:4]1[N:8]([CH2:9][CH2:10][C@@H:11]([OH:19])[CH2:12][C@@H:13]([OH:18])[CH2:14][C:15]([O-:17])=[O:16])[C:7]([C:20]2[CH:25]=[CH:24][C:23]([F:26])=[CH:22][CH:21]=2)=[C:6]([C:27]2[CH:32]=[CH:31][CH:30]=[CH:29][CH:28]=2)[C:5]=1[C:33]([NH:35][C:36]1[CH:41]=[CH:40][CH:39]=[CH:38][CH:37]=1)=[O:34])[CH3:1].[Ca+2].[OH:84][CH:85]1[O:104][C@H:103]([CH2:105][OH:106])[C@@H:90]([O:91][C@@H:92]2[O:100][C@H:99]([CH2:101][OH:102])[C@H:97]([OH:98])[C@H:95]([OH:96])[C@H:93]2[OH:94])[C@H:88]([OH:89])[C@H:86]1[OH:87], predict the reaction product. The product is: [CH3:3][CH:2]([C:4]1[N:8]([CH2:9][CH2:10][C@@H:11]([OH:19])[CH2:12][C@@H:13]([OH:18])[CH2:14][C:15]([OH:17])=[O:16])[C:7]([C:20]2[CH:21]=[CH:22][C:23]([F:26])=[CH:24][CH:25]=2)=[C:6]([C:27]2[CH:28]=[CH:29][CH:30]=[CH:31][CH:32]=2)[C:5]=1[C:33]([NH:35][C:36]1[CH:37]=[CH:38][CH:39]=[CH:40][CH:41]=1)=[O:34])[CH3:1].[OH:84][CH:85]1[O:104][C@H:103]([CH2:105][OH:106])[C@@H:90]([O:91][C@@H:92]2[O:100][C@H:99]([CH2:101][OH:102])[C@H:97]([OH:98])[C@H:95]([OH:96])[C@H:93]2[OH:94])[C@H:88]([OH:89])[C@H:86]1[OH:87]. (3) Given the reactants [Cl:1][C:2]1[CH:7]=[CH:6][CH:5]=[CH:4][C:3]=1[C:8]1[N:17]=[C:16]([N:18]2[CH2:23][C@@H:22]([CH3:24])[NH:21][C@@H:20]([CH3:25])[CH2:19]2)[C:15]2[C:10](=[CH:11][CH:12]=[CH:13][CH:14]=2)[N:9]=1.[CH2:26](I)[CH3:27], predict the reaction product. The product is: [Cl:1][C:2]1[CH:7]=[CH:6][CH:5]=[CH:4][C:3]=1[C:8]1[N:17]=[C:16]([N:18]2[CH2:23][C@@H:22]([CH3:24])[N:21]([CH2:26][CH3:27])[C@@H:20]([CH3:25])[CH2:19]2)[C:15]2[C:10](=[CH:11][CH:12]=[CH:13][CH:14]=2)[N:9]=1. (4) Given the reactants FC(F)(F)C(OC(=O)C(F)(F)F)=O.[CH2:14]([O:16][C:17]([C:19]12[CH2:26][CH2:25][C:22]([NH:27][CH2:28][C:29]([N:31]3[CH2:35][C@@H:34]([F:36])[CH2:33][C@H:32]3[C:37]([NH2:39])=O)=[O:30])([CH2:23][CH2:24]1)[CH2:21][CH2:20]2)=[O:18])[CH3:15].C(=O)(O)[O-].[Na+], predict the reaction product. The product is: [CH2:14]([O:16][C:17]([C:19]12[CH2:26][CH2:25][C:22]([NH:27][CH2:28][C:29]([N:31]3[CH2:35][C@@H:34]([F:36])[CH2:33][C@H:32]3[C:37]#[N:39])=[O:30])([CH2:23][CH2:24]1)[CH2:21][CH2:20]2)=[O:18])[CH3:15].